Dataset: Full USPTO retrosynthesis dataset with 1.9M reactions from patents (1976-2016). Task: Predict the reactants needed to synthesize the given product. (1) Given the product [CH:10]1[C:5]([CH2:4][CH2:3][CH2:23][OH:24])=[CH:6][C:7]([OH:12])=[C:8]([OH:11])[CH:9]=1, predict the reactants needed to synthesize it. The reactants are: CO[C:3](=O)[CH2:4][C:5]1[CH:10]=[CH:9][C:8]([OH:11])=[C:7]([OH:12])[CH:6]=1.[H-].[Al+3].[Li+].[H-].[H-].[H-].Cl.C1C[O:24][CH2:23]C1. (2) Given the product [NH2:10][C:11]1[C:12]([C:25]([NH:27][C:28]2[CH:29]=[N:30][CH:31]=[CH:32][C:33]=2[N:34]2[CH2:39][CH2:38][CH2:37][C@H:36]([NH2:40])[CH2:35]2)=[O:26])=[N:13][C:14]2[C:19]([CH:20]=1)=[CH:18][CH:17]=[C:16]([C:21]([OH:24])([CH3:22])[CH3:23])[CH:15]=2, predict the reactants needed to synthesize it. The reactants are: C(OC(=O)[NH:10][C:11]1[C:12]([C:25]([NH:27][C:28]2[CH:29]=[N:30][CH:31]=[CH:32][C:33]=2[N:34]2[CH2:39][CH2:38][CH2:37][C@H:36]([NH:40]C(OC(C)(C)C)=O)[CH2:35]2)=[O:26])=[N:13][C:14]2[C:19]([CH:20]=1)=[CH:18][CH:17]=[C:16]([C:21]([OH:24])([CH3:23])[CH3:22])[CH:15]=2)C1C=CC=CC=1.C(Cl)Cl.C(O)(C(F)(F)F)=O.